The task is: Predict the reactants needed to synthesize the given product.. This data is from Full USPTO retrosynthesis dataset with 1.9M reactions from patents (1976-2016). (1) Given the product [CH2:21]([C:22]1[N:8]([C:9]2[C:10]([CH3:19])=[C:11]([CH:16]=[CH:17][CH:18]=2)[C:12]([O:14][CH3:15])=[O:13])[C:3]2[CH:4]=[CH:5][CH:6]=[CH:7][C:2]=2[N:1]=1)[CH3:20], predict the reactants needed to synthesize it. The reactants are: [NH2:1][C:2]1[CH:7]=[CH:6][CH:5]=[CH:4][C:3]=1[NH:8][C:9]1[C:10]([CH3:19])=[C:11]([CH:16]=[CH:17][CH:18]=1)[C:12]([O:14][CH3:15])=[O:13].[C:20](Cl)(=O)[CH2:21][CH3:22]. (2) Given the product [C:1]([N:4]1[C:12]2[C:7](=[CH:8][CH:9]=[C:10]([Cl:13])[CH:11]=2)[C:6](=[C:18]([O:17][CH2:16][CH3:15])[C:19]2[CH:24]=[CH:23][CH:22]=[CH:21][CH:20]=2)[C:5]1=[O:14])(=[O:3])[CH3:2], predict the reactants needed to synthesize it. The reactants are: [C:1]([N:4]1[C:12]2[C:7](=[CH:8][CH:9]=[C:10]([Cl:13])[CH:11]=2)[CH2:6][C:5]1=[O:14])(=[O:3])[CH3:2].[CH3:15][CH2:16][O:17][C:18](OCC)(OCC)[C:19]1[CH:24]=[CH:23][CH:22]=[CH:21][CH:20]=1. (3) Given the product [N:27]1[C:26]2[CH:30]=[CH:31][C:23]([C:21]([N:14]3[CH2:15][CH2:16][C@:17]4([CH3:20])[C@H:18]([CH3:19])[C@H:13]3[CH2:12][C:11]3[CH:32]=[CH:33][C:8]([C:6]([OH:7])=[O:5])=[CH:9][C:10]=34)=[O:22])=[CH:24][C:25]=2[NH:29][CH:28]=1, predict the reactants needed to synthesize it. The reactants are: [OH-].[Na+].C([O:5][C:6]([C:8]1[CH:33]=[CH:32][C:11]2[CH2:12][C@@H:13]3[C@@H:18]([CH3:19])[C@:17]([CH3:20])([C:10]=2[CH:9]=1)[CH2:16][CH2:15][N:14]3[C:21]([C:23]1[CH:31]=[CH:30][C:26]2[N:27]=[CH:28][NH:29][C:25]=2[CH:24]=1)=[O:22])=[O:7])C.Cl.